Dataset: Reaction yield outcomes from USPTO patents with 853,638 reactions. Task: Predict the reaction yield, written as a fraction of the theoretical maximum amount of product (1.0 means a 100% yield; for example, 0.34 means a 34% yield). (1) The reactants are [F:1][C:2]([F:7])([F:6])[CH:3]([OH:5])[CH3:4].[H-].[Na+].Cl[C:11]1[CH:20]=[CH:19][C:18]2[C:13](=[C:14]([C:21]3[NH:29][C:28]4[CH2:27][CH2:26][NH:25][C:24](=[O:30])[C:23]=4[CH:22]=3)[CH:15]=[CH:16][CH:17]=2)[N:12]=1.CO. The catalyst is CN(C=O)C.C(Cl)Cl. The product is [F:1][C:2]([F:7])([F:6])[CH:3]([O:5][C:11]1[CH:20]=[CH:19][C:18]2[C:13](=[C:14]([C:21]3[NH:29][C:28]4[CH2:27][CH2:26][NH:25][C:24](=[O:30])[C:23]=4[CH:22]=3)[CH:15]=[CH:16][CH:17]=2)[N:12]=1)[CH3:4]. The yield is 0.169. (2) The reactants are [C:1]([O:5][C:6]([N:8]1[CH2:25][CH2:24][CH2:23][C@:10]2([O:14][C:13](=[O:15])[N:12]([C:16]3[CH:17]=[N:18][C:19]([NH2:22])=[CH:20][CH:21]=3)[CH2:11]2)[CH2:9]1)=[O:7])([CH3:4])([CH3:3])[CH3:2].[CH3:26][N:27]([CH3:45])[C:28]([C:30]1[N:39]([CH:40]2[CH2:44][CH2:43][CH2:42][CH2:41]2)[C:33]2[N:34]=[C:35](Cl)[N:36]=[CH:37][C:32]=2[CH:31]=1)=[O:29]. No catalyst specified. The product is [C:1]([O:5][C:6]([N:8]1[CH2:25][CH2:24][CH2:23][C@:10]2([O:14][C:13](=[O:15])[N:12]([C:16]3[CH:17]=[N:18][C:19]([NH:22][C:35]4[N:36]=[CH:37][C:32]5[CH:31]=[C:30]([C:28](=[O:29])[N:27]([CH3:26])[CH3:45])[N:39]([CH:40]6[CH2:44][CH2:43][CH2:42][CH2:41]6)[C:33]=5[N:34]=4)=[CH:20][CH:21]=3)[CH2:11]2)[CH2:9]1)=[O:7])([CH3:4])([CH3:2])[CH3:3]. The yield is 0.430. (3) The reactants are [NH2:1][C:2]1[N:7]=[C:6]([NH:8][C:9](=[O:19])[C:10]2[C:15]([F:16])=[CH:14][C:13]([F:17])=[CH:12][C:11]=2[F:18])[CH:5]=[CH:4][CH:3]=1.[CH3:20][N:21]1[CH2:26][CH2:25][C:24](=O)[CH2:23][CH2:22]1.C(O)(=O)C.C(O[BH-](OC(=O)C)OC(=O)C)(=O)C.[Na+].CN1CCCCC1=O.C(N)(=O)C1C=CC=CC=1.C(Cl)[Cl:64]. The catalyst is ClCCCl. The product is [NH3:1].[CH3:9][OH:19].[ClH:64].[ClH:64].[F:16][C:15]1[CH:14]=[C:13]([F:17])[CH:12]=[C:11]([F:18])[C:10]=1[C:9]([NH:8][C:6]1[CH:5]=[CH:4][CH:3]=[C:2]([NH:1][CH:24]2[CH2:25][CH2:26][N:21]([CH3:20])[CH2:22][CH2:23]2)[N:7]=1)=[O:19]. The yield is 0.0400.